Dataset: TCR-epitope binding with 47,182 pairs between 192 epitopes and 23,139 TCRs. Task: Binary Classification. Given a T-cell receptor sequence (or CDR3 region) and an epitope sequence, predict whether binding occurs between them. (1) The epitope is YSEHPTFTSQY. The TCR CDR3 sequence is CASSLVSVLASTGELFF. Result: 0 (the TCR does not bind to the epitope). (2) The epitope is GPGHKARVL. The TCR CDR3 sequence is CASSLEGQGGSPLHF. Result: 0 (the TCR does not bind to the epitope).